From a dataset of Reaction yield outcomes from USPTO patents with 853,638 reactions. Predict the reaction yield, written as a fraction of the theoretical maximum amount of product (1.0 means a 100% yield; for example, 0.34 means a 34% yield). (1) The reactants are [CH3:1][N:2]([C:4]([O:8][N:9]1[N:17]=[N:16][C:11]2[CH:12]=[CH:13][CH:14]=[N:15][C:10]1=2)=[N+:5]([CH3:7])[CH3:6])[CH3:3].[F:18][P-:19]([F:24])([F:23])([F:22])([F:21])[F:20].C1C=NC2N(O)N=NC=2C=1.CN1CCOCC1.Cl.C[C@]12[C@H]3C[C@H](C3(C)C)C[C@H]1OB([C@@H](N)CC(C)C)O2. The catalyst is CN(C=O)C. The product is [CH:13]1[CH:14]=[N:15][C:10]2[N:9]([OH:8])[N:17]=[N:16][C:11]=2[CH:12]=1.[CH3:7][N:5]([C:4]([O:8][N:9]1[N:17]=[N:16][C:11]2[CH:12]=[CH:13][CH:14]=[N:15][C:10]1=2)=[N+:2]([CH3:3])[CH3:1])[CH3:6].[F:18][P-:19]([F:24])([F:23])([F:22])([F:21])[F:20]. The yield is 0.660. (2) The product is [CH2:26]([O:25][C:17](=[O:24])[C:18]([CH2:2][CH2:3][CH2:4][CH2:5][C:6]([CH3:15])([CH3:16])[CH2:7][O:30][CH:11]1[CH2:12][CH2:13][CH2:14][CH2:9][O:10]1)([CH2:2][CH2:3][CH2:4][CH2:5][C:6]([CH3:16])([CH3:15])[CH2:7][O:8][CH:9]1[CH2:14][CH2:13][CH2:12][CH2:11][O:10]1)[C:19]([O:21][CH2:22][CH3:23])=[O:20])[CH3:27]. The yield is 0.823. The reactants are Br[CH2:2][CH2:3][CH2:4][CH2:5][C:6]([CH3:16])([CH3:15])[CH2:7][O:8][CH:9]1[CH2:14][CH2:13][CH2:12][CH2:11][O:10]1.[C:17]([O:25][CH2:26][CH3:27])(=[O:24])[CH2:18][C:19]([O:21][CH2:22][CH3:23])=[O:20].[H-].[Na+].[OH2:30]. The catalyst is CS(C)=O.[I-].C([N+](CCCC)(CCCC)CCCC)CCC. (3) The reactants are [Cl:1][C:2]1[CH:7]=[CH:6][C:5]([CH:8]([CH2:12][CH:13]2[CH2:17][CH2:16][CH2:15][CH2:14]2)[C:9]([OH:11])=O)=[CH:4][CH:3]=1.C(Cl)(=O)C(Cl)=O.[CH2:24]([O:26][C:27](=[O:35])[CH2:28][C:29]1[N:30]=[C:31]([NH2:34])[S:32][CH:33]=1)[CH3:25].C(N(CC)C(C)C)(C)C. The catalyst is C(Cl)Cl.CN(C)C=O. The product is [CH2:24]([O:26][C:27](=[O:35])[CH2:28][C:29]1[N:30]=[C:31]([NH:34][C:9](=[O:11])[CH:8]([C:5]2[CH:4]=[CH:3][C:2]([Cl:1])=[CH:7][CH:6]=2)[CH2:12][CH:13]2[CH2:17][CH2:16][CH2:15][CH2:14]2)[S:32][CH:33]=1)[CH3:25]. The yield is 0.435. (4) The reactants are [C:1]1([C:7]2[NH:11][CH:10]=[C:9]([CH:12]=[O:13])[CH:8]=2)[CH:6]=[CH:5][CH:4]=[CH:3][CH:2]=1.[H-].[Na+].C1OCCOCCOCCOCCOC1.[S:31]1[C:35]2[CH:36]=[CH:37][CH:38]=[CH:39][C:34]=2[CH:33]=[C:32]1[S:40](Cl)(=[O:42])=[O:41]. The catalyst is O1CCCC1.[Cl-].[Na+].O. The product is [S:31]1[C:35]2[CH:36]=[CH:37][CH:38]=[CH:39][C:34]=2[CH:33]=[C:32]1[S:40]([N:11]1[C:7]([C:1]2[CH:6]=[CH:5][CH:4]=[CH:3][CH:2]=2)=[CH:8][C:9]([CH:12]=[O:13])=[CH:10]1)(=[O:42])=[O:41]. The yield is 0.840. (5) The reactants are [CH3:1][S:2](Cl)(=[O:4])=[O:3].[CH3:6][S:7]([C:10]1[CH:11]=[C:12]([NH2:17])[CH:13]=[C:14]([NH2:16])[CH:15]=1)(=[O:9])=[O:8].N1C=CC=CC=1. The catalyst is C(Cl)Cl. The product is [NH2:17][C:12]1[CH:13]=[C:14]([NH:16][S:2]([CH3:1])(=[O:4])=[O:3])[CH:15]=[C:10]([S:7]([CH3:6])(=[O:8])=[O:9])[CH:11]=1. The yield is 0.210. (6) The reactants are [CH3:1][Mg]Cl.[Cl:4][C:5]1[C:10]([CH:11]=[O:12])=[C:9]([Cl:13])[CH:8]=[CH:7][N:6]=1. The catalyst is C1COCC1. The product is [Cl:4][C:5]1[C:10]([CH:11]([OH:12])[CH3:1])=[C:9]([Cl:13])[CH:8]=[CH:7][N:6]=1. The yield is 0.730. (7) The reactants are [Si:1]([O:8][CH2:9][C:10]([NH:13][C:14]([C:16]1[C:20]2=[N:21][C:22]([C:25]3[C:33]4[C:28](=[CH:29][C:30]([F:34])=[CH:31][CH:32]=4)[NH:27][N:26]=3)=[CH:23][N:24]=[C:19]2[N:18]([C:35]([C:48]2[CH:53]=[CH:52][CH:51]=[CH:50][CH:49]=2)([C:42]2[CH:47]=[CH:46][CH:45]=[CH:44][CH:43]=2)[C:36]2[CH:41]=[CH:40][CH:39]=[CH:38][CH:37]=2)[CH:17]=1)=[O:15])([CH3:12])[CH3:11])([C:4]([CH3:7])([CH3:6])[CH3:5])([CH3:3])[CH3:2].Cl[CH2:55][CH2:56][C:57](=[O:59])[CH3:58].C([O-])([O-])=O.[K+].[K+].O. The catalyst is CN(C=O)C. The product is [Si:1]([O:8][CH2:9][C:10]([NH:13][C:14]([C:16]1[C:20]2=[N:21][C:22]([C:25]3[C:33]4[C:28](=[CH:29][C:30]([F:34])=[CH:31][CH:32]=4)[N:27]([CH2:55][CH2:56][C:57](=[O:59])[CH3:58])[N:26]=3)=[CH:23][N:24]=[C:19]2[N:18]([C:35]([C:36]2[CH:37]=[CH:38][CH:39]=[CH:40][CH:41]=2)([C:42]2[CH:43]=[CH:44][CH:45]=[CH:46][CH:47]=2)[C:48]2[CH:49]=[CH:50][CH:51]=[CH:52][CH:53]=2)[CH:17]=1)=[O:15])([CH3:11])[CH3:12])([C:4]([CH3:6])([CH3:7])[CH3:5])([CH3:2])[CH3:3]. The yield is 0.610.